From a dataset of Catalyst prediction with 721,799 reactions and 888 catalyst types from USPTO. Predict which catalyst facilitates the given reaction. (1) Reactant: [CH3:1][N:2]([CH3:19])[CH:3]1[CH2:8][CH2:7][C:6]([C:9]2[C:17]3[C:12](=[CH:13][CH:14]=[C:15]([NH2:18])[CH:16]=3)[NH:11][CH:10]=2)=[CH:5][CH2:4]1.I.[S:21]1[CH:25]=[CH:24][CH:23]=[C:22]1[C:26](SC)=[NH:27]. Product: [CH3:1][N:2]([CH3:19])[CH:3]1[CH2:8][CH2:7][C:6]([C:9]2[C:17]3[C:12](=[CH:13][CH:14]=[C:15]([NH:18][C:26]([C:22]4[S:21][CH:25]=[CH:24][CH:23]=4)=[NH:27])[CH:16]=3)[NH:11][CH:10]=2)=[CH:5][CH2:4]1. The catalyst class is: 14. (2) Reactant: [O:1]1[C@H:10]2[C:5](=[CH:6][CH2:7][CH2:8][C@H:9]2[CH:11]=[O:12])[CH2:4][CH2:3][CH2:2]1.[BH4-].[Na+]. Product: [O:1]1[C@H:10]2[C:5](=[CH:6][CH2:7][CH2:8][C@H:9]2[CH2:11][OH:12])[CH2:4][CH2:3][CH2:2]1. The catalyst class is: 5.